From a dataset of hERG Central: cardiac toxicity at 1µM, 10µM, and general inhibition. Predict hERG channel inhibition at various concentrations. (1) The drug is CCCCNC(=O)N1CCN(c2ccnc3cc(Cl)ccc23)CC1. Results: hERG_inhib (hERG inhibition (general)): blocker. (2) The drug is COc1ccc(CNC(=O)CSc2ccc(Br)cc2)cc1OC. Results: hERG_inhib (hERG inhibition (general)): blocker. (3) The compound is Cc1ccc(C(=O)N/C(=C/c2ccccc2)C(=O)NCc2ccncc2)cc1. Results: hERG_inhib (hERG inhibition (general)): blocker. (4) The compound is COc1cccc(CN2CCN(CC(=O)Nc3ccccc3Cl)CC2)c1. Results: hERG_inhib (hERG inhibition (general)): blocker. (5) The molecule is CCOC(=O)C1(CCCc2ccccc2)CCN(Cc2ccn[nH]2)CC1. Results: hERG_inhib (hERG inhibition (general)): blocker. (6) The molecule is O=C(CN1C(=O)S/C(=C\c2ccc(Cl)cc2)C1=O)NCCCn1ccnc1. Results: hERG_inhib (hERG inhibition (general)): blocker. (7) The compound is O=C(c1ccc(-c2ccccc2)cc1)C1CCCN(Cc2ccncc2)C1. Results: hERG_inhib (hERG inhibition (general)): blocker.